Task: Binary Classification. Given a miRNA mature sequence and a target amino acid sequence, predict their likelihood of interaction.. Dataset: Experimentally validated miRNA-target interactions with 360,000+ pairs, plus equal number of negative samples (1) The protein sequence of the target gene is MASGLGSPSPCSAGSEEEDMDALLNNSLPPPHPENEEDPEEDLSETETPKLKKKKKPKKPRDPKIPKSKRQKKERMLLCRQLGDSSGEGPEFVEEEEEVALRSDSEGSDYTPGKKKKKKLGPKKEKKSKSKRKEEEEEEDDDDDSKEPKSSAQLLEDWGMEDIDHVFSEEDYRTLTNYKAFSQFVRPLIAAKNPKIAVSKMMMVLGAKWREFSTNNPFKGSSGASVAAAAAAAVAVVESMVTATEVAPPPPPVEVPIRKAKTKEGKGPNARRKPKGSPRVPDAKKPKPKKVAPLKIKLGG.... Result: 1 (interaction). The miRNA is hsa-miR-361-3p with sequence UCCCCCAGGUGUGAUUCUGAUUU. (2) The protein sequence of the target gene is MNQRRSESRPGNHRLQAYAEPGKGDSGGAGPLSGSARRGRGGGGAIRVRRPCWSGGAGRGGGPAWAVRLPTVTAGWTWPALRTLSSLRAGPSEPHSPGRRPPRAGRPLCQADPQPGKAARRSLEPDPAQTGPRPARAAGMSEARKGPDEAEESQYDSGIESLRSLRSLPESTSAPASGPSDGSPQPCTHPPGPVKEPQEKEDADGERADSTYGSSSLTYTLSLLGGPEAEDPAPRLPLPHVGALSPQQLEALTYISEDGDTLVHLAVIHEAPAVLLCCLALLPQEVLDIQNNLYQTALHL.... The miRNA is hsa-miR-378f with sequence ACUGGACUUGGAGCCAGAAG. Result: 0 (no interaction). (3) The miRNA is hsa-miR-548az-5p with sequence CAAAAGUGAUUGUGGUUUUUGC. The protein sequence of the target gene is MPQRGHPSQEGLWALPSLPMAHGPKPETEGLLDLSFLTEEEQEAIAGVLQRDARLRQLEEGRVSKLRASVADPGQLKILTGDWFQEARSQRHHNAHFGSDLVRASMRRKKSTRGDQAPGHDREAEAAVKEKEEGPEPRLTIDEAPQERLRETEGPDFPSPSVPLKASDPEEASQAQEDPGQGDQQVCAEEADPELEPASGGEQEPRPQQAQTKAASQILENGEEAPGPDPSLDRMLSSSSSVSSLNSSTLSGSQMSLSGDAEAVQVRGSVHFALHYEPGAAELRVHVIQCQGLAAARRRR.... Result: 0 (no interaction). (4) The miRNA is hsa-miR-548c-5p with sequence AAAAGUAAUUGCGGUUUUUGCC. The protein sequence of the target gene is MDAIHLGMSSAPLVKHTNGVGLKAHRPRVMSKSGHSNVRIDKVDGIYLLYLQDLWTTVIDMKWRYKLTLFAATFVMTWFLFGVVYYAIAFIHGDLQLGESNSNHTPCIMKVDSLTGAFLFSLESQTTIGYGVRSITEECPHAIFLLVAQLVITTLIEIFITGTFLAKIARPKKRAETIKFSHCAVISKQNGKLCLVIQVANMRKSLLIQCQLSGKLLQTHVTKEGERILLNQATVKFHVDSSSESPFLILPMTFYHVLDETSPLRDLTPQNLKEKEFELVVLLNATVESTSAVCQSRTSY.... Result: 0 (no interaction). (5) The miRNA is mmu-miR-496a-3p with sequence UGAGUAUUACAUGGCCAAUCUC. The protein sequence of the target gene is MAGAQPGVHALQLKPVCVSDSLKKGTKFVKWDDDSTIVTPIILRTDPQGFFFYWTDQNKETELLDLSLVKDARCGKHAKAPKDPKLRELLDVGNIGHLEQRMITVVYGPDLVNISHLNLVAFQEEVAKEWTNEVFSLATNLLAQNMSRDAFLEKAYTKLKLQVTPEGRIPLKNIYRLFSADRKRVETALEACSLPSSRNDSIPQEDFTPDVYRVFLNNLCPRPEIDNIFSEFGAKSKPYLTVDQMMDFINLKQRDPRLNEILYPPLKQEQVQVLIEKYEPNSSLAKKGQMSVDGFMRYLS.... Result: 0 (no interaction).